This data is from NCI-60 drug combinations with 297,098 pairs across 59 cell lines. The task is: Regression. Given two drug SMILES strings and cell line genomic features, predict the synergy score measuring deviation from expected non-interaction effect. (1) Drug 1: CCN(CC)CCNC(=O)C1=C(NC(=C1C)C=C2C3=C(C=CC(=C3)F)NC2=O)C. Drug 2: COC1=C2C(=CC3=C1OC=C3)C=CC(=O)O2. Cell line: HL-60(TB). Synergy scores: CSS=31.7, Synergy_ZIP=2.63, Synergy_Bliss=-1.47, Synergy_Loewe=-1.95, Synergy_HSA=-1.95. (2) Drug 1: CC(C1=C(C=CC(=C1Cl)F)Cl)OC2=C(N=CC(=C2)C3=CN(N=C3)C4CCNCC4)N. Drug 2: CC12CCC3C(C1CCC2O)C(CC4=C3C=CC(=C4)O)CCCCCCCCCS(=O)CCCC(C(F)(F)F)(F)F. Cell line: SK-MEL-2. Synergy scores: CSS=5.05, Synergy_ZIP=0.110, Synergy_Bliss=4.09, Synergy_Loewe=-0.596, Synergy_HSA=0.748. (3) Drug 1: COC1=CC(=CC(=C1O)OC)C2C3C(COC3=O)C(C4=CC5=C(C=C24)OCO5)OC6C(C(C7C(O6)COC(O7)C8=CC=CS8)O)O. Drug 2: CCCCC(=O)OCC(=O)C1(CC(C2=C(C1)C(=C3C(=C2O)C(=O)C4=C(C3=O)C=CC=C4OC)O)OC5CC(C(C(O5)C)O)NC(=O)C(F)(F)F)O. Cell line: ACHN. Synergy scores: CSS=58.8, Synergy_ZIP=-2.09, Synergy_Bliss=-1.46, Synergy_Loewe=-2.52, Synergy_HSA=0.665. (4) Drug 1: CC1C(C(CC(O1)OC2CC(CC3=C2C(=C4C(=C3O)C(=O)C5=C(C4=O)C(=CC=C5)OC)O)(C(=O)CO)O)N)O.Cl. Drug 2: COCCOC1=C(C=C2C(=C1)C(=NC=N2)NC3=CC=CC(=C3)C#C)OCCOC.Cl. Cell line: SR. Synergy scores: CSS=71.5, Synergy_ZIP=4.91, Synergy_Bliss=9.00, Synergy_Loewe=-25.3, Synergy_HSA=8.55. (5) Drug 1: C1CCC(C1)C(CC#N)N2C=C(C=N2)C3=C4C=CNC4=NC=N3. Drug 2: CC1=C(C(=O)C2=C(C1=O)N3CC4C(C3(C2COC(=O)N)OC)N4)N. Cell line: CCRF-CEM. Synergy scores: CSS=37.8, Synergy_ZIP=-2.84, Synergy_Bliss=-7.85, Synergy_Loewe=-61.3, Synergy_HSA=-8.85. (6) Drug 1: CN(C)C1=NC(=NC(=N1)N(C)C)N(C)C. Drug 2: CN1C2=C(C=C(C=C2)N(CCCl)CCCl)N=C1CCCC(=O)O.Cl. Cell line: SF-539. Synergy scores: CSS=-1.01, Synergy_ZIP=0.283, Synergy_Bliss=0.263, Synergy_Loewe=-4.26, Synergy_HSA=-2.30. (7) Drug 1: CC(C)(C#N)C1=CC(=CC(=C1)CN2C=NC=N2)C(C)(C)C#N. Drug 2: CN(CC1=CN=C2C(=N1)C(=NC(=N2)N)N)C3=CC=C(C=C3)C(=O)NC(CCC(=O)O)C(=O)O. Cell line: HCT116. Synergy scores: CSS=79.6, Synergy_ZIP=7.06, Synergy_Bliss=4.70, Synergy_Loewe=-23.8, Synergy_HSA=-1.44.